This data is from Reaction yield outcomes from USPTO patents with 853,638 reactions. The task is: Predict the reaction yield, written as a fraction of the theoretical maximum amount of product (1.0 means a 100% yield; for example, 0.34 means a 34% yield). (1) The reactants are [NH3:1].CO.C([O:6][C:7](=O)[C:8]([C:11]1[CH:16]=[CH:15][CH:14]=[C:13]([Cl:17])[CH:12]=1)([F:10])[F:9])C. No catalyst specified. The product is [Cl:17][C:13]1[CH:12]=[C:11]([C:8]([F:10])([F:9])[C:7]([NH2:1])=[O:6])[CH:16]=[CH:15][CH:14]=1. The yield is 0.950. (2) The yield is 0.950. The product is [CH2:1]([O:8][C:9]1[CH:17]=[C:16]([O:18][CH2:19][C:20]2[CH:25]=[CH:24][CH:23]=[CH:22][CH:21]=2)[C:15]([CH:26]([CH3:28])[CH3:27])=[CH:14][C:10]=1[C:11]([NH:45][C:41]1[CH:40]=[C:39]2[C:44](=[CH:43][CH:42]=1)[N:36]([CH3:35])[CH:37]=[CH:38]2)=[O:12])[C:2]1[CH:3]=[CH:4][CH:5]=[CH:6][CH:7]=1. The catalyst is ClCCl.CN(C=O)C. The reactants are [CH2:1]([O:8][C:9]1[CH:17]=[C:16]([O:18][CH2:19][C:20]2[CH:25]=[CH:24][CH:23]=[CH:22][CH:21]=2)[C:15]([CH:26]([CH3:28])[CH3:27])=[CH:14][C:10]=1[C:11](O)=[O:12])[C:2]1[CH:7]=[CH:6][CH:5]=[CH:4][CH:3]=1.C(Cl)(=O)C(Cl)=O.[CH3:35][N:36]1[C:44]2[C:39](=[CH:40][C:41]([NH2:45])=[CH:42][CH:43]=2)[C:38](C)=[CH:37]1.C(N(CC)CC)C. (3) The reactants are [F:1][C:2]1[CH:10]=[CH:9][C:8]([F:11])=[C:7]2[C:3]=1[CH2:4][N:5](S(C1C=CC(C)=CC=1)(=O)=O)[CH2:6]2.C1(O)C=CC=CC=1.Br. The catalyst is O.C(O)(=O)CC. The product is [F:1][C:2]1[CH:10]=[CH:9][C:8]([F:11])=[C:7]2[C:3]=1[CH2:4][NH:5][CH2:6]2. The yield is 0.500. (4) The reactants are [Cl:1][C:2]1C=C[C:5]([NH:8]N=C(C2C=CC=CC=2)C2C=CC=CC=2)=[CH:4][CH:3]=1.[C:23]1(=O)[CH2:28][CH2:27][CH2:26][CH2:25][CH2:24]1.CC1C=CC(S(O)(=O)=O)=CC=1.O.C([O-])(O)=O.[Na+].[CH2:47](O)[CH3:48]. The catalyst is CCOCC. The product is [Cl:1][C:2]1[CH:3]=[C:4]2[C:5](=[CH:47][CH:48]=1)[NH:8][C:23]1[CH2:28][CH2:27][CH2:26][CH2:25][C:24]2=1. The yield is 0.910. (5) The reactants are [Br:1][C:2]1[CH:10]=[C:9]2[C:5]([CH:6]=[CH:7][NH:8]2)=[CH:4][C:3]=1[F:11].[H-].[Na+].I[CH3:15]. The catalyst is CN(C=O)C. The product is [Br:1][C:2]1[CH:10]=[C:9]2[C:5]([CH:6]=[CH:7][N:8]2[CH3:15])=[CH:4][C:3]=1[F:11]. The yield is 0.990. (6) The reactants are [C:1]1([CH:7]([C:40]2[CH:45]=[CH:44][CH:43]=[CH:42][CH:41]=2)[CH2:8][CH2:9][N:10]([CH2:30][CH2:31][CH2:32][C:33]([O:35]C(C)(C)C)=[O:34])[C:11]([NH:13][C:14]2[S:15][CH:16]=[C:17]([C:19]3[CH:24]=[CH:23][C:22]([NH:25][S:26]([CH3:29])(=[O:28])=[O:27])=[CH:21][CH:20]=3)[N:18]=2)=[O:12])[CH:6]=[CH:5][CH:4]=[CH:3][CH:2]=1.N1(C(N2C=CN=C2)=O)C=CN=C1.C1(C(C2C=CC=CC=2)CCNCCCCNC(=O)OC(C)(C)C)C=CC=CC=1.C([O-])(O)=O.[Na+]. The catalyst is C(Cl)Cl. The product is [C:1]1([CH:7]([C:40]2[CH:41]=[CH:42][CH:43]=[CH:44][CH:45]=2)[CH2:8][CH2:9][N:10]([CH2:30][CH2:31][CH2:32][C:33]([OH:35])=[O:34])[C:11]([NH:13][C:14]2[S:15][CH:16]=[C:17]([C:19]3[CH:24]=[CH:23][C:22]([NH:25][S:26]([CH3:29])(=[O:28])=[O:27])=[CH:21][CH:20]=3)[N:18]=2)=[O:12])[CH:6]=[CH:5][CH:4]=[CH:3][CH:2]=1. The yield is 0.355. (7) The catalyst is O. The yield is 0.970. The reactants are [NH2:1][C:2]1[N:7]=[C:6]([OH:8])[CH:5]=[C:4]([NH2:9])[N:3]=1.C(O)(=O)C.[N:14]([O-])=[O:15].[Na+]. The product is [NH2:1][C:2]1[N:7]=[C:6]([OH:8])[C:5]([N:14]=[O:15])=[C:4]([NH2:9])[N:3]=1. (8) The reactants are [CH2:1]([O:3][C:4]([C:6]1[C:16]([CH2:17][CH2:18][C:19](=[O:26])[C:20]2[CH:25]=[CH:24][CH:23]=[CH:22][CH:21]=2)=[C:15]([OH:27])[C:9]2[N:10]=[C:11]([CH3:14])[N:12]([CH3:13])[C:8]=2[CH:7]=1)=[O:5])[CH3:2].[BH4-].[Na+].[Cl-].[NH4+].O. The catalyst is C(O)C. The product is [CH2:1]([O:3][C:4]([C:6]1[C:16]([CH2:17][CH2:18][CH:19]([OH:26])[C:20]2[CH:21]=[CH:22][CH:23]=[CH:24][CH:25]=2)=[C:15]([OH:27])[C:9]2[N:10]=[C:11]([CH3:14])[N:12]([CH3:13])[C:8]=2[CH:7]=1)=[O:5])[CH3:2]. The yield is 0.950. (9) The product is [Br-:23].[O:26]1[CH2:27][CH2:28][O:29][CH:25]1[CH2:24][N+:1]12[CH2:6][CH2:5][C:4]([C:9]([OH:10])([C:17]3[CH:22]=[CH:21][CH:20]=[CH:19][CH:18]=3)[C:11]3[CH:12]=[CH:13][CH:14]=[CH:15][CH:16]=3)([CH2:3][CH2:2]1)[CH2:7][CH2:8]2. The catalyst is CC#N. The reactants are [N:1]12[CH2:8][CH2:7][C:4]([C:9]([C:17]3[CH:22]=[CH:21][CH:20]=[CH:19][CH:18]=3)([C:11]3[CH:16]=[CH:15][CH:14]=[CH:13][CH:12]=3)[OH:10])([CH2:5][CH2:6]1)[CH2:3][CH2:2]2.[Br:23][CH2:24][CH:25]1[O:29][CH2:28][CH2:27][O:26]1. The yield is 0.124.